Task: Regression/Classification. Given a drug SMILES string, predict its absorption, distribution, metabolism, or excretion properties. Task type varies by dataset: regression for continuous measurements (e.g., permeability, clearance, half-life) or binary classification for categorical outcomes (e.g., BBB penetration, CYP inhibition). Dataset: cyp2c19_veith.. Dataset: CYP2C19 inhibition data for predicting drug metabolism from PubChem BioAssay The compound is COc1cc(C(=O)NC(=S)Nc2cccc(-c3cc4ccccc4oc3=O)c2)cc(OC)c1OC. The result is 1 (inhibitor).